Task: Predict the product of the given reaction.. Dataset: Forward reaction prediction with 1.9M reactions from USPTO patents (1976-2016) (1) Given the reactants [CH3:1][O:2][C:3]1[CH:11]=[C:10]([O:12][CH3:13])[CH:9]=[C:8]2[C:4]=1[C:5]1([C:26]3[C:17](=[CH:18][C:19]4[O:24][CH2:23][CH2:22][O:21][C:20]=4[CH:25]=3)[O:16][CH2:15]1)[C:6](=[O:14])[NH:7]2.[NH:27]1[C:35]2[C:30](=CC=C[CH:34]=2)[C@@:29]2([C:47]3[C:38](=CC4OCCOC=4C=3)OC2)C1=O.Br.BrCC1C=CC=CN=1.BrCCOCCOC, predict the reaction product. The product is: [CH3:1][O:2][C:3]1[CH:11]=[C:10]([O:12][CH3:13])[CH:9]=[C:8]2[C:4]=1[C:5]1([C:26]3[C:17](=[CH:18][C:19]4[O:24][CH2:23][CH2:22][O:21][C:20]=4[CH:25]=3)[O:16][CH2:15]1)[C:6](=[O:14])[N:7]2[CH2:34][C:35]1[CH:30]=[CH:29][CH:47]=[CH:38][N:27]=1. (2) Given the reactants Cl.[CH3:2][O:3][C:4]1[CH:9]=[CH:8][C:7]([NH:10][NH2:11])=[CH:6][CH:5]=1.[Cl:12][C:13]1[CH:20]=[CH:19][C:16]([CH2:17]Cl)=[CH:15][CH:14]=1.C(N(C(C)C)CC)(C)C.Cl, predict the reaction product. The product is: [ClH:12].[Cl:12][C:13]1[CH:20]=[CH:19][C:16]([CH2:17][N:10]([C:7]2[CH:8]=[CH:9][C:4]([O:3][CH3:2])=[CH:5][CH:6]=2)[NH2:11])=[CH:15][CH:14]=1.